The task is: Predict the reactants needed to synthesize the given product.. This data is from Full USPTO retrosynthesis dataset with 1.9M reactions from patents (1976-2016). (1) The reactants are: COC1C=CC(C([NH:24][C:25]2[O:26][CH2:27][C:28]([F:55])([F:54])[C@:29]([C:35]3[N:40]=[C:39]([NH:41][C:42]([C:44]4[C:49]([CH3:50])=[CH:48][C:47]([C:51]#[N:52])=[CH:46][N:45]=4)=[O:43])[CH:38]=[CH:37][C:36]=3[F:53])([CH2:31][CH2:32][O:33][CH3:34])[N:30]=2)(C2C=CC(OC)=CC=2)C2C=CC=CC=2)=CC=1.C(O)(C(F)(F)F)=O.C([SiH](CC)CC)C. Given the product [NH2:24][C:25]1[O:26][CH2:27][C:28]([F:54])([F:55])[C@:29]([C:35]2[N:40]=[C:39]([NH:41][C:42]([C:44]3[C:49]([CH3:50])=[CH:48][C:47]([C:51]#[N:52])=[CH:46][N:45]=3)=[O:43])[CH:38]=[CH:37][C:36]=2[F:53])([CH2:31][CH2:32][O:33][CH3:34])[N:30]=1, predict the reactants needed to synthesize it. (2) The reactants are: [Cl:1][CH2:2][CH2:3][O:4][C:5]1[CH:6]=[CH:7][C:8]2[O:12][CH:11]=[CH:10][C:9]=2[CH:13]=1.[Li]CCCC.[CH2:19]([Sn:23](Cl)([CH2:28][CH2:29][CH2:30][CH3:31])[CH2:24][CH2:25][CH2:26][CH3:27])[CH2:20][CH2:21][CH3:22]. Given the product [CH2:28]([Sn:23]([CH2:19][CH2:20][CH2:21][CH3:22])([CH2:24][CH2:25][CH2:26][CH3:27])[C:11]1[O:12][C:8]2[CH:7]=[CH:6][C:5]([O:4][CH2:3][CH2:2][Cl:1])=[CH:13][C:9]=2[CH:10]=1)[CH2:29][CH2:30][CH3:31], predict the reactants needed to synthesize it. (3) Given the product [Cl:1][C:2]1[CH:7]=[CH:6][C:5]([CH2:8][CH2:9][C:10]#[N:11])=[CH:4][C:3]=1[CH:12]=[O:13], predict the reactants needed to synthesize it. The reactants are: [Cl:1][C:2]1[CH:7]=[CH:6][C:5]([CH2:8][CH2:9][C:10]#[N:11])=[CH:4][C:3]=1[CH2:12][OH:13].CC(OI1(OC(C)=O)(OC(C)=O)OC(=O)C2C=CC=CC1=2)=O. (4) Given the product [OH:7][C@H:8]1[C@@H:9]([OH:10])[CH2:11][S:12][C@H:13]1[CH2:14][CH2:15][CH2:16][CH2:17][C:18]([OH:20])=[O:19], predict the reactants needed to synthesize it. The reactants are: B(Br)(Br)Br.CC1(C)[O:10][C@H:9]2[CH2:11][S:12][C@@H:13]([CH2:14][CH2:15][CH2:16][CH2:17][C:18]([O:20]CC3C=CC=CC=3)=[O:19])[C@H:8]2[O:7]1. (5) Given the product [S:47]([OH:50])([OH:49])(=[O:48])=[O:46].[F:35][C:18]1[CH:17]=[C:16]([NH:15][C:14]([C:11]2[C:10](=[O:37])[N:9]([C:38]3[CH:39]=[CH:40][CH:41]=[CH:42][CH:43]=3)[N:8]([CH2:7][C@@H:6]([O:5][C:3](=[O:4])[C@@H:2]([NH2:1])[CH3:45])[CH3:44])[C:12]=2[CH3:13])=[O:36])[CH:21]=[CH:20][C:19]=1[O:22][C:23]1[C:32]2[C:27](=[CH:28][C:29]([O:33][CH3:34])=[CH:30][CH:31]=2)[N:26]=[CH:25][CH:24]=1, predict the reactants needed to synthesize it. The reactants are: [NH2:1][C@@H:2]([CH3:45])[C:3]([O:5][C@@H:6]([CH3:44])[CH2:7][N:8]1[C:12]([CH3:13])=[C:11]([C:14](=[O:36])[NH:15][C:16]2[CH:21]=[CH:20][C:19]([O:22][C:23]3[C:32]4[C:27](=[CH:28][C:29]([O:33][CH3:34])=[CH:30][CH:31]=4)[N:26]=[CH:25][CH:24]=3)=[C:18]([F:35])[CH:17]=2)[C:10](=[O:37])[N:9]1[C:38]1[CH:43]=[CH:42][CH:41]=[CH:40][CH:39]=1)=[O:4].[OH:46][S:47]([OH:50])(=[O:49])=[O:48]. (6) Given the product [Br:12][C:13]1[CH:25]=[C:17]2[C:16]([C:21]([OH:20])=[C:4]([C:3]([O:10][CH3:11])=[O:9])[C:5](=[O:6])[N:18]2[CH3:19])=[CH:15][CH:14]=1, predict the reactants needed to synthesize it. The reactants are: [H-].[Na+].[C:3]([O:10][CH3:11])(=[O:9])[CH2:4][C:5](OC)=[O:6].[Br:12][C:13]1[CH:14]=[CH:15][C:16]2[C:21](=O)[O:20][C:19](=O)[N:18](C)[C:17]=2[CH:25]=1.O. (7) Given the product [CH3:19][O:18][CH2:23][NH:28][C:12]([C:7]1[C:8]2[C:3](=[C:2]([Cl:1])[CH:11]=[CH:10][CH:9]=2)[CH:4]=[CH:5][CH:6]=1)=[O:14], predict the reactants needed to synthesize it. The reactants are: [Cl:1][C:2]1[CH:11]=[CH:10][CH:9]=[C:8]2[C:3]=1[CH:4]=[CH:5][CH:6]=[C:7]2[C:12]([OH:14])=O.Cl.CN[O:18][CH3:19].C1C=C[C:23]2[N:28](O)N=NC=2C=1.CCN(C(C)C)C(C)C.CCN=C=NCCCN(C)C.